Dataset: Experimentally validated miRNA-target interactions with 360,000+ pairs, plus equal number of negative samples. Task: Binary Classification. Given a miRNA mature sequence and a target amino acid sequence, predict their likelihood of interaction. (1) The protein sequence of the target gene is MEKSGETNGYLDGTQAEPAAGPRTPETAMGKSQRCASFFRRHALVLLTVSGVLVGAGMGAALRGLQLTRTQITYLAFPGEMLLRMLRMIILPLVVCSLVSGAASLDASSLGRLGGIAVAYFGLTTLSASALAVALAFIIKPGAGAQTLQSSSLGLENSGPPPVSKETVDSFLDLLRNLFPSNLVVAAFTTSATDYTVVTHNTSSGNVTKEKIPVVTDVEGMNILGLVLFALVLGVALKKLGPEGEDLIRFFNSFNEATMVLVSWIMWYVPIGIMFLIGSKIVEMKDIVMLVTSLGKYIFA.... Result: 0 (no interaction). The miRNA is cel-miR-272 with sequence UGUAGGCAUGGGUGUUUG. (2) The miRNA is mmu-miR-297a-5p with sequence AUGUAUGUGUGCAUGUGCAUGU. Result: 1 (interaction). The protein sequence of the target gene is MSDESAREVDKQLRLRVCVLSELQKTERDYVGTLEFLVSAFLHRMNQCAAAKVDKNVTEETVKMLFSNIEEILIVHKEFLKVVEECLYPEPSAQQEVGACFLHFKDKFRIYDEYCSNHEKAQKLLLELNKIRTIRTFLLNCMLLGGRKNTDVPLEGYLVTPIQRICKYPLLLKELLKRTPRRHSDYTAVMEALQAMKAVCSNINEAKRQMEKLEVLEEWQAHIEGWEGSNITDTCTEMLMCGVLMKISSGNIQERVFFLFDNLLVYCKRKHRRLKNSKASTDGYRYVFRGRINTEVMEVE....